This data is from Forward reaction prediction with 1.9M reactions from USPTO patents (1976-2016). The task is: Predict the product of the given reaction. (1) Given the reactants [CH3:1][S:2][C:3]1[C:4]2[S:11][CH:10]=[C:9]([CH:12]=[O:13])[C:5]=2[N:6]=[CH:7][N:8]=1.[O-:14]Cl=O.[Na+], predict the reaction product. The product is: [CH3:1][S:2][C:3]1[C:4]2[S:11][CH:10]=[C:9]([C:12]([OH:14])=[O:13])[C:5]=2[N:6]=[CH:7][N:8]=1. (2) Given the reactants [BH4-].[Na+].[C:3]([C:6]1[CH:14]=[C:13]2[C:9]([C:10]([C:19]([NH2:21])=[O:20])=[C:11]([NH:15][C:16]([NH2:18])=[O:17])[NH:12]2)=[CH:8][CH:7]=1)(=[O:5])[CH3:4].O, predict the reaction product. The product is: [NH2:18][C:16]([NH:15][C:11]1[NH:12][C:13]2[C:9]([C:10]=1[C:19]([NH2:21])=[O:20])=[CH:8][CH:7]=[C:6]([CH:3]([OH:5])[CH3:4])[CH:14]=2)=[O:17].